Dataset: Experimentally validated miRNA-target interactions with 360,000+ pairs, plus equal number of negative samples. Task: Binary Classification. Given a miRNA mature sequence and a target amino acid sequence, predict their likelihood of interaction. (1) The miRNA is hsa-miR-130b-3p with sequence CAGUGCAAUGAUGAAAGGGCAU. The protein sequence of the target gene is MEKKKNNNNGGDFGEEESSIDGDILESILSYLPLLDLDSACQVSKSWNRAVFYSLRRLKTMPWLFVYNQRNSPPYTMATMAMAYDPKSEAWIELNTASSPVEHVSVARSSHSTLLYALSPARFSFSTDAFHLTWQHVAPPRVWRIDPIVAVVGRSLIIAGGVCDFEEDRFAVELFDIESGDGAWERCESMPDFLYESASSTWLSVAVSSEKMYVTEKRSGVTCSFNPVTRSWTKLLDLCPGECSLYSRSIGFSVNRLIMAGIIGDEYNPTGIELWEVIDSDESHLKFESIGSMPETYLEK.... Result: 0 (no interaction). (2) Result: 0 (no interaction). The miRNA is hsa-miR-610 with sequence UGAGCUAAAUGUGUGCUGGGA. The protein sequence of the target gene is MENQLAKSTEERTFQYQDSLPSLPVPSLEESLKKYLESVKPFANQEEYKKTEEIVQKFQSGIGEKLHQKLLERAKGKRNWLEEWWLNVAYLDVRIPSQLNVNFAGPAAHFEHYWPPKEGTQLERGSITLWHNLNYWQLLRKEKVPVHKVGNTPLDMNQFRMLFSTCKVPGITRDSIMNYFRTESEGRSPNHIVVLCRGRAFVFDVIHEGCLVTPPELLRQLTYIHKKCHSEPDGPGIAALTSEERTRWAKAREYLIGLDPENLALLEKIQSSLLVYSMEDSSPHVTPEDYSEIIAAILIG.... (3) The miRNA is hsa-miR-27a-3p with sequence UUCACAGUGGCUAAGUUCCGC. The protein sequence of the target gene is MAAGFKTVEPLEYYRRFLKENCRPDGRELGEFRTTTVNIGSISTADGSALVKLGNTTVICGVKAEFAAPSTDAPDKGYVVPNVDLPPLCSSRFRSGPPGEEAQVASQFIADVIENSQIIQKEDLCISPGKLVWVLYCDLICLDYDGNILDACTFALLAALKNVQLPEVTINEETALAEVNLKKKSYLNIRTHPVATSFAVFDDTLLIVDPTGEEEHLATGTLTIVMDEEGKLCCLHKPGGSGLTGAKLQDCMSRAVTRHKEVKKLMDEVIKSMKPK. Result: 0 (no interaction). (4) The miRNA is hsa-miR-450a-1-3p with sequence AUUGGGAACAUUUUGCAUGUAU. The protein sequence of the target gene is MAAGAAAALAFLNQESRARAGGVGGLRVPAPVTMDSFFFGCELSGHTRSFTFKVEEEDDTEHVLALNMLCLTEGATDECNVVEVVARDHDNQEIAVPVANLRLSCQPMLSVDDFQLQPPVTFRLKSGSGPVRITGRHQIVCINNDLSEEESDDESEEDEIKLCGILPAKKHRGRP. Result: 0 (no interaction). (5) The miRNA is hsa-miR-1307-5p with sequence UCGACCGGACCUCGACCGGCU. The protein sequence of the target gene is MSSARTPLPTLNERDTEQPTLGHLDSKPSSKSNMLRGRNSATSADEQPHIGNYRLLKTIGKGNFAKVKLARHILTGKEVAVKIIDKTQLNSSSLQKLFREVRIMKVLNHPNIVKLFEVIETEKTLYLVMEYASGGEVFDYLVAHGRMKEKEARAKFRQIVSAVQYCHQKFIVHRDLKAENLLLDADMNIKIADFGFSNEFTFGNKLDTFCGSPPYAAPELFQGKKIDGPEVDVWSLGVILYTLVSGSLPFDGQNLKELRERVLRGKYRIPFYMSTDCENLLKKFLILNPSKRGTLEQIMK.... Result: 0 (no interaction).